Dataset: Forward reaction prediction with 1.9M reactions from USPTO patents (1976-2016). Task: Predict the product of the given reaction. (1) Given the reactants [CH3:1][Si:2]([CH3:25])([CH3:24])[CH2:3][CH2:4][O:5][CH2:6][N:7]1[C:15]2[CH:14]=[C:13]([C:16]3[CH:17]=[N:18][CH:19]=[C:20]([CH:22]=[CH2:23])[CH:21]=3)[N:12]=[CH:11][C:10]=2[CH:9]=[N:8]1.[H][H], predict the reaction product. The product is: [CH2:22]([C:20]1[CH:21]=[C:16]([C:13]2[N:12]=[CH:11][C:10]3[CH:9]=[N:8][N:7]([CH2:6][O:5][CH2:4][CH2:3][Si:2]([CH3:24])([CH3:1])[CH3:25])[C:15]=3[CH:14]=2)[CH:17]=[N:18][CH:19]=1)[CH3:23]. (2) Given the reactants [Br:1][C:2]1[C:10]2[C:5](=[N:6][C:7]([NH:11][C@H:12]([CH2:14][CH2:15][CH3:16])[CH3:13])=[N:8][CH:9]=2)[NH:4][N:3]=1.Cl[CH:18]1[CH2:23][CH2:22][CH:21]([OH:24])[CH2:20][CH2:19]1.C([O-])([O-])=O.[K+].[K+], predict the reaction product. The product is: [Br:1][C:2]1[C:10]2[C:5](=[N:6][C:7]([NH:11][C@H:12]([CH2:14][CH2:15][CH3:16])[CH3:13])=[N:8][CH:9]=2)[N:4]([C@H:18]2[CH2:23][CH2:22][C@H:21]([OH:24])[CH2:20][CH2:19]2)[N:3]=1.